From a dataset of Forward reaction prediction with 1.9M reactions from USPTO patents (1976-2016). Predict the product of the given reaction. (1) Given the reactants [CH3:1][O:2][C:3](=[O:31])[C:4]1[CH:9]=[CH:8][C:7]([CH2:10][O:11][C:12]2[CH:17]=[CH:16][C:15]([C:18]3[C:22]([NH:23]C(OC(C)(C)C)=O)=[CH:21][O:20][N:19]=3)=[CH:14][CH:13]=2)=[CH:6][CH:5]=1, predict the reaction product. The product is: [CH3:1][O:2][C:3](=[O:31])[C:4]1[CH:9]=[CH:8][C:7]([CH2:10][O:11][C:12]2[CH:17]=[CH:16][C:15]([C:18]3[C:22]([NH2:23])=[CH:21][O:20][N:19]=3)=[CH:14][CH:13]=2)=[CH:6][CH:5]=1. (2) Given the reactants C([N:8]1[CH2:12][CH2:11][C:10]2([C:16]3[CH:17]=[CH:18][CH:19]=[CH:20][C:15]=3[S:14](=[O:22])(=[O:21])[NH:13]2)[CH2:9]1)C1C=CC=CC=1.C(O)=O, predict the reaction product. The product is: [NH:8]1[CH2:12][CH2:11][C:10]2([C:16]3[CH:17]=[CH:18][CH:19]=[CH:20][C:15]=3[S:14](=[O:22])(=[O:21])[NH:13]2)[CH2:9]1. (3) The product is: [F:1][C:2]1[CH:3]=[CH:4][C:5]([C:8]2[O:12][N:11]=[C:10]([C@H:13]3[CH2:18][CH2:17][C@@H:16]([CH3:19])[N:15]([C:32](=[O:33])[C:31]4[CH:35]=[CH:36][C:28]([F:27])=[CH:29][CH:30]=4)[CH2:14]3)[N:9]=2)=[N:6][CH:7]=1. Given the reactants [F:1][C:2]1[CH:3]=[CH:4][C:5]([C:8]2[O:12][N:11]=[C:10]([C@H:13]3[CH2:18][CH2:17][C@@H:16]([CH3:19])[NH:15][CH2:14]3)[N:9]=2)=[N:6][CH:7]=1.CCN(CC)CC.[F:27][C:28]1[CH:36]=[CH:35][C:31]([C:32](Cl)=[O:33])=[CH:30][CH:29]=1, predict the reaction product. (4) Given the reactants [N:1]1([C:6]2([C:9]#[N:10])[CH2:8][CH2:7]2)[CH2:5][CH2:4][CH2:3][CH2:2]1.[C:11]1([Li])[CH:16]=[CH:15][CH:14]=[CH:13][CH:12]=1, predict the reaction product. The product is: [C:11]1([CH:9]([NH2:10])[C:6]2([N:1]3[CH2:5][CH2:4][CH2:3][CH2:2]3)[CH2:8][CH2:7]2)[CH:16]=[CH:15][CH:14]=[CH:13][CH:12]=1. (5) Given the reactants [C:1]([NH:7][C:8](=[O:30])[NH:9][C:10]1[N:15]=[CH:14][C:13]([O:16][C:17]2[CH:22]=[CH:21][N:20]=[C:19]([NH:23][C:24](=[O:29])OC(C)=C)[CH:18]=2)=[CH:12][CH:11]=1)(=[O:6])[C:2]([CH3:5])([CH3:4])[CH3:3].[CH3:31][O:32][CH2:33][CH2:34][NH2:35].CN1CCCC1, predict the reaction product. The product is: [CH3:31][O:32][CH2:33][CH2:34][NH:35][C:24](=[O:29])[NH:23][C:19]1[CH:18]=[C:17]([O:16][C:13]2[CH:12]=[CH:11][C:10]([NH:9][C:8]([NH:7][C:1](=[O:6])[C:2]([CH3:5])([CH3:3])[CH3:4])=[O:30])=[N:15][CH:14]=2)[CH:22]=[CH:21][N:20]=1.